This data is from Forward reaction prediction with 1.9M reactions from USPTO patents (1976-2016). The task is: Predict the product of the given reaction. The product is: [Cl:13][C:14]1[N:19]=[C:18]([NH:1][C@H:2]2[CH2:7][CH2:6][CH2:5][C@@H:4]([C:8]([O:10][CH2:11][CH3:12])=[O:9])[CH2:3]2)[C:17]([F:21])=[CH:16][N:15]=1. Given the reactants [NH2:1][C@H:2]1[CH2:7][CH2:6][CH2:5][C@@H:4]([C:8]([O:10][CH2:11][CH3:12])=[O:9])[CH2:3]1.[Cl:13][C:14]1[N:19]=[C:18](Cl)[C:17]([F:21])=[CH:16][N:15]=1.C(N(C(C)C)CC)(C)C, predict the reaction product.